This data is from Catalyst prediction with 721,799 reactions and 888 catalyst types from USPTO. The task is: Predict which catalyst facilitates the given reaction. (1) Reactant: Br[CH2:2][C:3]([NH:5][CH2:6][CH:7]([OH:16])[CH2:8][C:9]1[CH:14]=[CH:13][C:12]([F:15])=[CH:11][CH:10]=1)=[O:4].C(=O)([O-])[O-].[K+].[K+]. Product: [F:15][C:12]1[CH:13]=[CH:14][C:9]([CH2:8][CH:7]2[CH2:6][NH:5][C:3](=[O:4])[CH2:2][O:16]2)=[CH:10][CH:11]=1. The catalyst class is: 8. (2) Reactant: [Mg].II.Br[CH2:5][C:6]([CH3:9])([CH3:8])[CH3:7].[Br-].[CH3:11][O:12][C:13](=[O:22])[C:14]1[CH:19]=[CH:18][C:17]([CH:20]=[O:21])=[CH:16][CH:15]=1. Product: [CH3:11][O:12][C:13](=[O:22])[C:14]1[CH:19]=[CH:18][C:17]([CH:20]([OH:21])[CH2:5][C:6]([CH3:9])([CH3:8])[CH3:7])=[CH:16][CH:15]=1. The catalyst class is: 1. (3) The catalyst class is: 268. Product: [F:26][C:27]1[C:28]([O:47][CH3:48])=[C:29](/[C:34](=[CH:45]\[CH3:46])/[CH2:35][C:36]([C:40]([F:42])([F:43])[F:41])([OH:44])[CH2:37][OH:38])[CH:30]=[CH:31][C:32]=1[F:33]. Reactant: FC1C(F)=CC=C(C(=C)CC)C=1OC.FC(F)(F)C(=O)C(OCC)=O.[F:26][C:27]1[C:28]([O:47][CH3:48])=[C:29](/[C:34](=[CH:45]\[CH3:46])/[CH2:35][C:36]([OH:44])([C:40]([F:43])([F:42])[F:41])[C:37]([O-])=[O:38])[CH:30]=[CH:31][C:32]=1[F:33].[H-].[Al+3].[Li+].[H-].[H-].[H-].[Cl-].[NH4+]. (4) Reactant: [C:1]([O:5][C:6]([N:8]1[CH2:13][CH2:12][CH:11]([O:14][C:15]2[CH:20]=[CH:19][C:18]([NH:21][CH2:22]/[CH:23]=[CH:24]/[C:25]3[CH:26]=[C:27]([CH:30]=[CH:31][CH:32]=3)[C:28]#[N:29])=[CH:17][CH:16]=2)[CH2:10][CH2:9]1)=[O:7])([CH3:4])([CH3:3])[CH3:2].N1C=CC=CC=1.[C:39](OC(=O)C)(=[O:41])[CH3:40].O. The catalyst class is: 4. Product: [C:1]([O:5][C:6]([N:8]1[CH2:13][CH2:12][CH:11]([O:14][C:15]2[CH:20]=[CH:19][C:18]([N:21]([CH2:22]/[CH:23]=[CH:24]/[C:25]3[CH:32]=[CH:31][CH:30]=[C:27]([C:28]#[N:29])[CH:26]=3)[C:39](=[O:41])[CH3:40])=[CH:17][CH:16]=2)[CH2:10][CH2:9]1)=[O:7])([CH3:4])([CH3:2])[CH3:3].